From a dataset of Catalyst prediction with 721,799 reactions and 888 catalyst types from USPTO. Predict which catalyst facilitates the given reaction. Reactant: Cl[C:2]1[N:10]=[C:9]2[C:5]([N:6]=[CH:7][NH:8]2)=[C:4]([N:11]2[CH2:16][CH2:15][O:14][CH2:13][CH2:12]2)[N:3]=1.[CH3:17][O:18][C:19]1[CH:20]=[C:21]([CH2:27][CH2:28][NH2:29])[CH:22]=[CH:23][C:24]=1[O:25][CH3:26]. Product: [CH3:17][O:18][C:19]1[CH:20]=[C:21]([CH2:27][CH2:28][NH:29][C:2]2[N:10]=[C:9]3[C:5]([N:6]=[CH:7][NH:8]3)=[C:4]([N:11]3[CH2:16][CH2:15][O:14][CH2:13][CH2:12]3)[N:3]=2)[CH:22]=[CH:23][C:24]=1[O:25][CH3:26]. The catalyst class is: 5.